Task: Predict the product of the given reaction.. Dataset: Forward reaction prediction with 1.9M reactions from USPTO patents (1976-2016) (1) Given the reactants O1C[CH2:4][CH2:3][CH2:2]1.[CH2:6]([C:9]1[C:10]([NH:35][C@H:36]2[CH2:41][CH2:40][CH2:39][N:38]([C:42]([O:44][C:45]([CH3:48])([CH3:47])[CH3:46])=[O:43])[CH2:37]2)=[N:11][C:12]2[N:13]([N:32]=[CH:33][CH:34]=2)[C:14]=1[N:15]([C:25]([O:27][C:28]([CH3:31])([CH3:30])[CH3:29])=[O:26])[C:16]1[CH:21]=[CH:20][C:19]([O:22][CH2:23][CH3:24])=[CH:18][CH:17]=1)[CH:7]=[CH2:8].[H-].[Na+].C(Br)C=C, predict the reaction product. The product is: [CH2:4]([N:35]([C:10]1[C:9]([CH2:6][CH:7]=[CH2:8])=[C:14]([N:15]([C:25]([O:27][C:28]([CH3:31])([CH3:30])[CH3:29])=[O:26])[C:16]2[CH:17]=[CH:18][C:19]([O:22][CH2:23][CH3:24])=[CH:20][CH:21]=2)[N:13]2[N:32]=[CH:33][CH:34]=[C:12]2[N:11]=1)[C@H:36]1[CH2:41][CH2:40][CH2:39][N:38]([C:42]([O:44][C:45]([CH3:47])([CH3:46])[CH3:48])=[O:43])[CH2:37]1)[CH:3]=[CH2:2]. (2) Given the reactants [CH3:1][C:2]1[CH:11]=[CH:10][C:9]2[C:4](=[CH:5][CH:6]=[C:7]([C:12]3[N:13]=[N:14][S:15][CH:16]=3)[CH:8]=2)[N:3]=1.[Se](=O)=[O:18], predict the reaction product. The product is: [S:15]1[CH:16]=[C:12]([C:7]2[CH:8]=[C:9]3[C:4](=[CH:5][CH:6]=2)[N:3]=[C:2]([CH:1]=[O:18])[CH:11]=[CH:10]3)[N:13]=[N:14]1. (3) The product is: [Br:1][C:2]1[C:3]([F:20])=[CH:4][C:5]2[O:11][CH2:10][CH2:9][N:8]3[C:12]([C:29]4[CH:33]=[CH:32][NH:31][N:30]=4)=[C:13]([C:15]([NH2:17])=[O:16])[N:14]=[C:7]3[C:6]=2[CH:19]=1. Given the reactants [Br:1][C:2]1[C:3]([F:20])=[CH:4][C:5]2[O:11][CH2:10][CH2:9][N:8]3[C:12](I)=[C:13]([C:15]([NH2:17])=[O:16])[N:14]=[C:7]3[C:6]=2[CH:19]=1.CC1(C)C(C)(C)OB([C:29]2[CH:33]=[CH:32][NH:31][N:30]=2)O1.O, predict the reaction product. (4) Given the reactants [Br:1][C:2]1[CH:7]=[CH:6][C:5]([C:8]([CH3:13])([CH2:11][OH:12])[CH2:9]O)=[CH:4][CH:3]=1.C1(P(C2C=CC=CC=2)C2C=CC=CC=2)C=CC=CC=1.N(C(OC(C)C)=O)=NC(OC(C)C)=O, predict the reaction product. The product is: [Br:1][C:2]1[CH:7]=[CH:6][C:5]([C:8]2([CH3:13])[CH2:11][O:12][CH2:9]2)=[CH:4][CH:3]=1. (5) Given the reactants [N:1]1[CH:6]=[CH:5][CH:4]=[C:3]([C:7]2[CH:8]=[C:9]3[CH:15]=[N:14][NH:13][C:10]3=[CH:11][N:12]=2)[CH:2]=1.[OH-].[K+].[I:18]I, predict the reaction product. The product is: [I:18][C:15]1[C:9]2[C:10](=[CH:11][N:12]=[C:7]([C:3]3[CH:2]=[N:1][CH:6]=[CH:5][CH:4]=3)[CH:8]=2)[NH:13][N:14]=1. (6) Given the reactants C(N(C(C)C)CC)(C)C.[CH3:10][O:11][C:12](=[O:32])[C:13]1[CH:18]=[C:17]([C:19]2[CH:24]=[C:23]([S:25][CH2:26][CH2:27][NH2:28])[N:22]=[C:21]([NH2:29])[N:20]=2)[C:16]([CH3:30])=[CH:15][C:14]=1[CH3:31].[C:33]([O:37][C:38](NCCCC(O)=O)=[O:39])([CH3:36])([CH3:35])[CH3:34].O[N:48]1[C:52]2[CH:53]=[CH:54]C=C[C:51]=2N=N1.Cl.C(N=C=NCCCN(C)C)C.[OH2:69], predict the reaction product. The product is: [CH3:10][O:11][C:12](=[O:32])[C:13]1[CH:18]=[C:17]([C:19]2[CH:24]=[C:23]([S:25][CH2:26][CH2:27][NH:28][C:54](=[O:69])[CH2:53][CH:52]([NH:48][C:38]([O:37][C:33]([CH3:36])([CH3:35])[CH3:34])=[O:39])[CH3:51])[N:22]=[C:21]([NH2:29])[N:20]=2)[C:16]([CH3:30])=[CH:15][C:14]=1[CH3:31].